This data is from Forward reaction prediction with 1.9M reactions from USPTO patents (1976-2016). The task is: Predict the product of the given reaction. Given the reactants FC(F)(F)S(O[C:7]1[CH:8]=[C:9]2[C:14](=[CH:15][CH:16]=1)[C:13]([C:17]([O:19][CH3:20])=[O:18])=[CH:12][CH:11]=[CH:10]2)(=O)=O.C([O-])([O-])=O.[Na+].[Na+].[Cl:29][C:30]1[CH:35]=[C:34]([O:36][Si](C(C)(C)C)(C)C)[CH:33]=[CH:32][C:31]=1B(O)O, predict the reaction product. The product is: [Cl:29][C:30]1[CH:35]=[C:34]([OH:36])[CH:33]=[CH:32][C:31]=1[C:7]1[CH:8]=[C:9]2[C:14](=[CH:15][CH:16]=1)[C:13]([C:17]([O:19][CH3:20])=[O:18])=[CH:12][CH:11]=[CH:10]2.